This data is from Reaction yield outcomes from USPTO patents with 853,638 reactions. The task is: Predict the reaction yield, written as a fraction of the theoretical maximum amount of product (1.0 means a 100% yield; for example, 0.34 means a 34% yield). (1) The reactants are [C:1]([O:5][C:6]([NH:8][C@H:9]([CH2:13][CH3:14])[C:10](O)=[O:11])=[O:7])([CH3:4])([CH3:3])[CH3:2].C1N=CN(C([N:22]2[CH:26]=NC=C2)=O)C=1.[NH2:27]N.C1C=CC(P(C2C=CC=CC=2)C2C=CC=CC=2)=CC=1.C(Br)(Br)(Br)Br. The catalyst is C(Cl)Cl. The product is [O:11]1[CH:26]=[N:22][N:27]=[C:10]1[C@H:9]([NH:8][C:6](=[O:7])[O:5][C:1]([CH3:4])([CH3:3])[CH3:2])[CH2:13][CH3:14]. The yield is 0.410. (2) The reactants are [F:1][C:2]1[C:7]([F:8])=[CH:6][CH:5]=[CH:4][C:3]=1[CH:9]([O:23][CH2:24][CH2:25]OS(C)(=O)=O)[C@@H:10]1[CH2:15][CH2:14][CH2:13][N:12]([C:16]([O:18][C:19]([CH3:22])([CH3:21])[CH3:20])=[O:17])[CH2:11]1.[N-:31]=[N+:32]=[N-:33].[Na+]. The catalyst is CN(C=O)C.C(OCC)(=O)C. The product is [N:31]([CH2:25][CH2:24][O:23][CH:9]([C:3]1[CH:4]=[CH:5][CH:6]=[C:7]([F:8])[C:2]=1[F:1])[C@@H:10]1[CH2:15][CH2:14][CH2:13][N:12]([C:16]([O:18][C:19]([CH3:22])([CH3:21])[CH3:20])=[O:17])[CH2:11]1)=[N+:32]=[N-:33]. The yield is 0.920. (3) The reactants are C[O:2][C:3](=[O:17])[C@:4]1([CH3:16])[CH2:8][CH2:7][CH2:6][N:5]1[C:9]([O:11][C:12]([CH3:15])([CH3:14])[CH3:13])=[O:10].[OH-].[Na+]. The catalyst is C1COCC1.O. The product is [C:12]([O:11][C:9]([N:5]1[CH2:6][CH2:7][CH2:8][C@@:4]1([CH3:16])[C:3]([OH:17])=[O:2])=[O:10])([CH3:15])([CH3:13])[CH3:14]. The yield is 0.570. (4) The reactants are [CH3:1][C:2](C)([O-])C.[K+].O=[C:8]1[CH2:11][N:10]([C:12]([O:14][C:15]([CH3:18])([CH3:17])[CH3:16])=[O:13])[CH2:9]1. The catalyst is [Br-].C([P+](C1C=CC=CC=1)(C1C=CC=CC=1)C1C=CC=CC=1)C.CCOCC. The product is [CH:1](=[C:8]1[CH2:11][N:10]([C:12]([O:14][C:15]([CH3:18])([CH3:17])[CH3:16])=[O:13])[CH2:9]1)[CH3:2]. The yield is 0.490.